The task is: Predict the reactants needed to synthesize the given product.. This data is from Full USPTO retrosynthesis dataset with 1.9M reactions from patents (1976-2016). (1) Given the product [CH3:30][S:27]([C:25]1[N:24]=[C:23]([NH2:31])[CH:22]=[C:21]([C:17]2[CH:18]=[CH:19][CH:20]=[CH:3][N:4]=2)[N:26]=1)(=[O:29])=[O:28], predict the reactants needed to synthesize it. The reactants are: CS[C:3]1N=C(N)C=C(C2C=CC=CN=2)[N:4]=1.O1[CH:20]=[CH:19][CH:18]=[C:17]1[C:21]1[N:26]=[C:25]([S:27]([CH3:30])(=[O:29])=[O:28])[N:24]=[C:23]([NH2:31])[CH:22]=1. (2) The reactants are: [NH2:1][C@H:2]1[C:11]2[C:6](=[CH:7][CH:8]=[CH:9][CH:10]=2)[N:5]([C:12](=[O:14])[CH3:13])[C@@H:4]([CH3:15])[C@@H:3]1[CH3:16].Cl[C:18]1[CH:23]=[CH:22][C:21]([CH3:24])=[CH:20][N:19]=1.CC(C)([O-])C.[Na+].CN(C1C(C2C(P(C3CCCCC3)C3CCCCC3)=CC=CC=2)=CC=CC=1)C. Given the product [CH3:15][C@H:4]1[C@H:3]([CH3:16])[C@@H:2]([NH:1][C:18]2[CH:23]=[CH:22][C:21]([CH3:24])=[CH:20][N:19]=2)[C:11]2[C:6](=[CH:7][CH:8]=[CH:9][CH:10]=2)[N:5]1[C:12](=[O:14])[CH3:13], predict the reactants needed to synthesize it. (3) Given the product [CH:1]1([N:7]([C:25](=[O:31])[C:26]([O:28][CH2:29][CH3:30])=[O:27])[C:8]2[CH:17]=[CH:16][CH:15]=[CH:14][C:9]=2[C:10]([O:12][CH3:13])=[O:11])[CH2:6][CH2:5][CH2:4][CH2:3][CH2:2]1, predict the reactants needed to synthesize it. The reactants are: [CH:1]1([NH:7][C:8]2[CH:17]=[CH:16][CH:15]=[CH:14][C:9]=2[C:10]([O:12][CH3:13])=[O:11])[CH2:6][CH2:5][CH2:4][CH2:3][CH2:2]1.N1C=CC=CC=1.Cl[C:25](=[O:31])[C:26]([O:28][CH2:29][CH3:30])=[O:27]. (4) Given the product [C:21]([O-:26])(=[O:25])[C:22]([O-:24])=[O:23].[C:1]1([C:7]2[CH:11]=[N:10][N:9]([CH2:12][CH2:13][NH+:14]3[CH2:20][CH2:19][CH2:18][CH2:17][CH2:16][CH2:15]3)[N:8]=2)[CH:2]=[CH:3][CH:4]=[CH:5][CH:6]=1.[C:1]1([C:7]2[CH:11]=[N:10][N:9]([CH2:12][CH2:13][NH+:14]3[CH2:20][CH2:19][CH2:18][CH2:17][CH2:16][CH2:15]3)[N:8]=2)[CH:2]=[CH:3][CH:4]=[CH:5][CH:6]=1, predict the reactants needed to synthesize it. The reactants are: [C:1]1([C:7]2[CH:11]=[N:10][N:9]([CH2:12][CH2:13][N:14]3[CH2:20][CH2:19][CH2:18][CH2:17][CH2:16][CH2:15]3)[N:8]=2)[CH:6]=[CH:5][CH:4]=[CH:3][CH:2]=1.[C:21]([OH:26])(=[O:25])[C:22]([OH:24])=[O:23]. (5) Given the product [C:12]([Si:9]([CH3:11])([CH3:10])[O:16][C@H:17]1[CH2:22][CH2:21][C@H:20]([NH:5][C:4]2[CH:6]=[CH:7][CH:8]=[C:2]([Cl:1])[CH:3]=2)[CH2:19][CH2:18]1)([CH3:15])([CH3:14])[CH3:13], predict the reactants needed to synthesize it. The reactants are: [Cl:1][C:2]1[CH:3]=[C:4]([CH:6]=[CH:7][CH:8]=1)[NH2:5].[Si:9]([O:16][CH:17]1[CH2:22][CH2:21][C:20](=O)[CH2:19][CH2:18]1)([C:12]([CH3:15])([CH3:14])[CH3:13])([CH3:11])[CH3:10].C(O[BH-](OC(=O)C)OC(=O)C)(=O)C.[Na+].C(O)(=O)C.C(=O)(O)[O-].[Na+]. (6) Given the product [Cl:6][C:7]1[C:8]([CH2:9][N:1]2[CH2:5][CH2:4][CH2:3][CH2:2]2)=[CH:11][CH:12]=[CH:13][C:14]=1[OH:15], predict the reactants needed to synthesize it. The reactants are: [NH:1]1[CH2:5][CH2:4][CH2:3][CH2:2]1.[Cl:6][C:7]1[C:14]([OH:15])=[CH:13][CH:12]=[CH:11][C:8]=1[CH:9]=O.C(O[BH-](OC(=O)C)OC(=O)C)(=O)C.[Na+].Cl.